Dataset: Peptide-MHC class II binding affinity with 134,281 pairs from IEDB. Task: Regression. Given a peptide amino acid sequence and an MHC pseudo amino acid sequence, predict their binding affinity value. This is MHC class II binding data. (1) The binding affinity (normalized) is 0.580. The peptide sequence is GELQIVDKIDYAFKI. The MHC is DRB1_0401 with pseudo-sequence DRB1_0401. (2) The peptide sequence is GQQRVFKEKVDTRAK. The MHC is HLA-DQA10103-DQB10603 with pseudo-sequence HLA-DQA10103-DQB10603. The binding affinity (normalized) is 0. (3) The peptide sequence is NLLQERLKKLKSEHG. The MHC is DRB1_0101 with pseudo-sequence DRB1_0101. The binding affinity (normalized) is 0.252. (4) The MHC is DRB1_1501 with pseudo-sequence DRB1_1501. The peptide sequence is SVVGWPTVRERMRRA. The binding affinity (normalized) is 0.370. (5) The peptide sequence is GPLRISASSAAQRRG. The MHC is DRB1_0701 with pseudo-sequence DRB1_0701. The binding affinity (normalized) is 0.677. (6) The MHC is HLA-DQA10102-DQB10502 with pseudo-sequence HLA-DQA10102-DQB10502. The binding affinity (normalized) is 0.368. The peptide sequence is NTSYRLISCNTSVI.